This data is from Reaction yield outcomes from USPTO patents with 853,638 reactions. The task is: Predict the reaction yield, written as a fraction of the theoretical maximum amount of product (1.0 means a 100% yield; for example, 0.34 means a 34% yield). (1) The reactants are [CH3:1][O:2][C:3]1[CH:4]=[C:5]2[C:10](=[CH:11][C:12]=1[O:13][CH3:14])[N:9]=[CH:8][CH:7]=[C:6]2[O:15][C:16]1[CH:22]=[CH:21][C:19]([NH2:20])=[CH:18][CH:17]=1.Cl[C:24](Cl)([O:26][C:27](=[O:33])OC(Cl)(Cl)Cl)Cl.[C:35]1(CO)[CH:40]=[CH:39][CH:38]=[CH:37][CH:36]=1.C(=O)(O)[O-].[Na+]. The catalyst is C(Cl)Cl.C(N(CC)CC)C.C1(C)C=CC=CC=1. The product is [CH3:1][O:2][C:3]1[CH:4]=[C:5]2[C:10](=[CH:11][C:12]=1[O:13][CH3:14])[N:9]=[CH:8][CH:7]=[C:6]2[O:15][C:16]1[CH:22]=[CH:21][C:19]([NH:20][C:27](=[O:33])[O:26][CH2:24][C:35]2[CH:40]=[CH:39][CH:38]=[CH:37][CH:36]=2)=[CH:18][CH:17]=1. The yield is 0.820. (2) The reactants are [Cl:1][C:2]1[CH:3]=[C:4]([NH:9][CH2:10][CH2:11][C:12]2[CH:17]=[CH:16][CH:15]=[C:14]([O:18][CH2:19][C:20]3[CH:25]=[CH:24][CH:23]=[CH:22][CH:21]=3)[CH:13]=2)[CH:5]=[CH:6][C:7]=1[Cl:8].[OH:26][C:27]1[CH:32]=[CH:31][C:30]([CH2:33][C:34](O)=[O:35])=[CH:29][CH:28]=1.P(Cl)(Cl)Cl. The yield is 0.990. The catalyst is ClC1C=CC=CC=1. The product is [Cl:1][C:2]1[CH:3]=[C:4]([N:9]([CH2:10][CH2:11][C:12]2[CH:17]=[CH:16][CH:15]=[C:14]([O:18][CH2:19][C:20]3[CH:21]=[CH:22][CH:23]=[CH:24][CH:25]=3)[CH:13]=2)[C:34](=[O:35])[CH2:33][C:30]2[CH:31]=[CH:32][C:27]([OH:26])=[CH:28][CH:29]=2)[CH:5]=[CH:6][C:7]=1[Cl:8]. (3) The reactants are [CH3:1][O:2][C:3]1[CH:10]=[CH:9][C:8]([C:11]2[C:19]3[C:14](=[N:15][CH:16]=[CH:17][CH:18]=3)[N:13](S(C3C=CC(C)=CC=3)(=O)=O)[CH:12]=2)=[CH:7][C:4]=1[C:5]#[N:6].[OH-].[Na+].O. The catalyst is O1CCOCC1. The product is [CH3:1][O:2][C:3]1[CH:10]=[CH:9][C:8]([C:11]2[C:19]3[C:14](=[N:15][CH:16]=[CH:17][CH:18]=3)[NH:13][CH:12]=2)=[CH:7][C:4]=1[C:5]#[N:6]. The yield is 0.450. (4) The reactants are [CH:1]1([S:4]([C:7]2[CH:12]=[CH:11][C:10]([CH:13]([CH2:18][C@H:19]3[CH2:39][CH2:38][C:21]4([O:25][C@H:24]([C:26]5[CH:31]=[CH:30][CH:29]=[CH:28][CH:27]=5)[C@@H:23]([C:32]5[CH:37]=[CH:36][CH:35]=[CH:34][CH:33]=5)[O:22]4)[CH2:20]3)[C:14](=O)[CH:15]=[CH2:16])=[CH:9][CH:8]=2)(=[O:6])=[O:5])[CH2:3][CH2:2]1.[S:40]1[CH:44]=[CH:43][N:42]=[C:41]1[CH:45]=O.C([N:49](CC)CC)C.C([O-])(=O)C.[NH4+]. The catalyst is C(O)C.[Cl-].C([N+]1C(C)=C(CCO)SC=1)C1C=CC=CC=1.CN(C)C=O.C(OCC)(=O)C.O. The product is [CH:1]1([S:4]([C:7]2[CH:12]=[CH:11][C:10]([CH:13]([C:14]3[NH:49][C:45]([C:41]4[S:40][CH:44]=[CH:43][N:42]=4)=[CH:16][CH:15]=3)[CH2:18][C@H:19]3[CH2:39][CH2:38][C:21]4([O:25][C@H:24]([C:26]5[CH:31]=[CH:30][CH:29]=[CH:28][CH:27]=5)[C@@H:23]([C:32]5[CH:33]=[CH:34][CH:35]=[CH:36][CH:37]=5)[O:22]4)[CH2:20]3)=[CH:9][CH:8]=2)(=[O:6])=[O:5])[CH2:3][CH2:2]1. The yield is 0.0500. (5) The reactants are [CH3:1][O:2][C:3](=[O:18])[CH2:4][C:5]1[C:14]2[C:9](=[CH:10][CH:11]=[C:12]([O:15][CH3:16])[N:13]=2)[N:8]=[CH:7][C:6]=1[F:17].[C:19](=O)([O-])[O-].[K+].[K+].C=O.O. The catalyst is [Cl-].C([N+](CC)(CC)CC)C1C=CC=CC=1.C1CCCCC1.C(OCC)(=O)C. The product is [F:17][C:6]1[CH:7]=[N:8][C:9]2[C:14]([C:5]=1[C:4](=[CH2:19])[C:3]([O:2][CH3:1])=[O:18])=[N:13][C:12]([O:15][CH3:16])=[CH:11][CH:10]=2. The yield is 0.660. (6) The product is [C:1]([O:5][C:6](=[O:20])[NH:7][CH2:8][CH2:9][CH2:10][CH2:11][C:12]1[CH:13]=[CH:14][C:15]([C:18]#[N:19])=[CH:16][CH:17]=1)([CH3:4])([CH3:2])[CH3:3]. The reactants are [C:1]([O:5][C:6](=[O:20])[NH:7][CH2:8][CH2:9][C:10]#[C:11][C:12]1[CH:17]=[CH:16][C:15]([C:18]#[N:19])=[CH:14][CH:13]=1)([CH3:4])([CH3:3])[CH3:2].[H][H]. The yield is 0.870. The catalyst is [Pd].C(O)C.C1COCC1. (7) The reactants are I.[Br:2][C:3]1[CH:4]=[C:5]2[C:10]([NH:11][C@H:12]3[C@@H:16]([O:17][CH3:18])[CH2:15][NH:14][CH2:13]3)=[C:9]([C:19]([NH2:21])=[O:20])[CH:8]=[N:7][N:6]2[CH:22]=1.CS[C:25]1[N:30]=[CH:29][C:28]([C:31]#[N:32])=[CH:27][N:26]=1.C(N(CC)C(C)C)(C)C.O. The catalyst is CN(C)C=O. The product is [Br:2][C:3]1[CH:4]=[C:5]2[C:10]([NH:11][C@H:12]3[C@@H:16]([O:17][CH3:18])[CH2:15][N:14]([C:25]4[N:30]=[CH:29][C:28]([C:31]#[N:32])=[CH:27][N:26]=4)[CH2:13]3)=[C:9]([C:19]([NH2:21])=[O:20])[CH:8]=[N:7][N:6]2[CH:22]=1. The yield is 0.800.